Dataset: Catalyst prediction with 721,799 reactions and 888 catalyst types from USPTO. Task: Predict which catalyst facilitates the given reaction. (1) Reactant: C(NC(C)C)(C)C.[Li]CCCC.[Br:13][C:14]1[CH:19]=[CH:18][C:17]([F:20])=[CH:16][N:15]=1.[CH2:21]([Si:23]([CH2:27][CH3:28])([CH2:25][CH3:26])Cl)[CH3:22]. Product: [Br:13][C:14]1[CH:19]=[C:18]([Si:23]([CH2:27][CH3:28])([CH2:25][CH3:26])[CH2:21][CH3:22])[C:17]([F:20])=[CH:16][N:15]=1. The catalyst class is: 1. (2) Reactant: O.[ClH:2].C(OC(=O)[NH:9][C@H:10]([C:15]([N:17]1[CH2:22][CH2:21][CH:20]([O:23][C:24]2[CH:29]=[CH:28][C:27]([F:30])=[CH:26][CH:25]=2)[CH2:19][CH2:18]1)=[O:16])[C:11]([OH:14])([CH3:13])[CH3:12])(C)(C)C. Product: [ClH:2].[NH2:9][C@H:10]([C:15]([N:17]1[CH2:22][CH2:21][CH:20]([O:23][C:24]2[CH:29]=[CH:28][C:27]([F:30])=[CH:26][CH:25]=2)[CH2:19][CH2:18]1)=[O:16])[C:11]([CH3:13])([OH:14])[CH3:12]. The catalyst class is: 12. (3) The catalyst class is: 9. Product: [Cl:31][C:3]1[N:4]=[C:5]2[CH2:10][N:9]([C:11]([C:13]3[CH:18]=[CH:17][CH:16]=[C:15]([C:19]([F:21])([F:22])[F:20])[C:14]=3[Cl:23])=[O:12])[CH2:8][CH2:7][N:6]2[C:2]=1[Cl:1]. Reactant: [Cl:1][C:2]1[N:6]2[CH2:7][CH2:8][N:9]([C:11]([C:13]3[CH:18]=[CH:17][CH:16]=[C:15]([C:19]([F:22])([F:21])[F:20])[C:14]=3[Cl:23])=[O:12])[CH2:10][C:5]2=[N:4][CH:3]=1.C1C(=O)N([Cl:31])C(=O)C1. (4) Reactant: [Cl:1][C:2]1[C:3]([OH:14])=[CH:4][C:5]([O:12][CH3:13])=[C:6]([CH:11]=1)[C:7](OC)=[O:8]. Product: [Cl:1][C:2]1[CH:11]=[C:6]([CH2:7][OH:8])[C:5]([O:12][CH3:13])=[CH:4][C:3]=1[OH:14]. The catalyst class is: 1.